From a dataset of Catalyst prediction with 721,799 reactions and 888 catalyst types from USPTO. Predict which catalyst facilitates the given reaction. (1) The catalyst class is: 10. Product: [Br:12][C:9]1[CH:10]=[C:2]([F:1])[CH:3]=[C:4]2[C:8]=1[NH:7][C:6](=[O:11])[CH2:5]2. Reactant: [F:1][C:2]1[CH:3]=[C:4]2[C:8](=[CH:9][CH:10]=1)[NH:7][C:6](=[O:11])[CH2:5]2.[Br:12]N1C(=O)CCC1=O. (2) Reactant: [CH2:1]([C:8]1[S:12][C:11]([NH2:13])=[N:10][C:9]=1[C:14]1[CH:19]=[CH:18][CH:17]=[CH:16][CH:15]=1)[C:2]1[CH:7]=[CH:6][CH:5]=[CH:4][CH:3]=1.[CH2:20]([O:22][C:23]1[CH:24]=[C:25]([C:29](=[O:35])[CH2:30][CH2:31][C:32](O)=[O:33])[CH:26]=[CH:27][CH:28]=1)[CH3:21].CCN=C=NCCCN(C)C.C1C=CC2N(O)N=NC=2C=1. Product: [CH2:1]([C:8]1[S:12][C:11]([NH:13][C:32](=[O:33])[CH2:31][CH2:30][C:29]([C:25]2[CH:26]=[CH:27][CH:28]=[C:23]([O:22][CH2:20][CH3:21])[CH:24]=2)=[O:35])=[N:10][C:9]=1[C:14]1[CH:19]=[CH:18][CH:17]=[CH:16][CH:15]=1)[C:2]1[CH:3]=[CH:4][CH:5]=[CH:6][CH:7]=1. The catalyst class is: 10. (3) Reactant: [C:1]([C:5]1[CH:9]=[C:8]([CH2:10][NH2:11])[N:7]([C:12]2[CH:17]=[CH:16][CH:15]=[C:14]([Cl:18])[CH:13]=2)[N:6]=1)([CH3:4])([CH3:3])[CH3:2].[OH:19][CH2:20][CH:21]([C:24]1[CH:29]=[CH:28][C:27]([NH:30][C:31](=O)[O:32]C2C=CC=CC=2)=[CH:26][C:25]=1[F:40])[CH2:22][OH:23]. Product: [C:1]([C:5]1[CH:9]=[C:8]([CH2:10][NH:11][C:31]([NH:30][C:27]2[CH:28]=[CH:29][C:24]([CH:21]([CH2:20][OH:19])[CH2:22][OH:23])=[C:25]([F:40])[CH:26]=2)=[O:32])[N:7]([C:12]2[CH:17]=[CH:16][CH:15]=[C:14]([Cl:18])[CH:13]=2)[N:6]=1)([CH3:4])([CH3:2])[CH3:3]. The catalyst class is: 23.